Dataset: Forward reaction prediction with 1.9M reactions from USPTO patents (1976-2016). Task: Predict the product of the given reaction. (1) Given the reactants [Cl:1][C:2]1[N:6]([C:7]2[CH:12]=[CH:11][C:10]([C:13]3[CH:17]=[C:16]([C:18]#[N:19])[S:15][CH:14]=3)=[CH:9][CH:8]=2)[C:5]([C:20](OCC)=[O:21])=[C:4]([NH:25][C:26](=[O:30])[CH2:27][C:28]#[N:29])[CH:3]=1.CC(C)([O-:34])C.[K+].O.Cl, predict the reaction product. The product is: [Cl:1][C:2]1[N:6]([C:7]2[CH:12]=[CH:11][C:10]([C:13]3[CH:17]=[C:16]([C:18]([NH2:19])=[O:34])[S:15][CH:14]=3)=[CH:9][CH:8]=2)[C:5]2[C:20]([OH:21])=[C:27]([C:28]#[N:29])[C:26](=[O:30])[NH:25][C:4]=2[CH:3]=1. (2) Given the reactants [CH3:1][O:2][C:3]1[CH:4]=[C:5]([C:9]2[CH:17]=[C:16]3[C:12]([CH2:13][C:14](=[O:18])[NH:15]3)=[CH:11][CH:10]=2)[CH:6]=[CH:7][CH:8]=1.[CH:19]([C:21]1[NH:22][C:23]2[CH2:24][CH2:25][CH2:26][CH2:27][C:28]=2[C:29]=1[CH2:30][CH2:31][C:32]([OH:34])=[O:33])=O, predict the reaction product. The product is: [CH3:1][O:2][C:3]1[CH:4]=[C:5]([C:9]2[CH:17]=[C:16]3[C:12]([C:13](=[CH:19][C:21]4[NH:22][C:23]5[CH2:24][CH2:25][CH2:26][CH2:27][C:28]=5[C:29]=4[CH2:30][CH2:31][C:32]([OH:34])=[O:33])[C:14](=[O:18])[NH:15]3)=[CH:11][CH:10]=2)[CH:6]=[CH:7][CH:8]=1.